The task is: Predict which catalyst facilitates the given reaction.. This data is from Catalyst prediction with 721,799 reactions and 888 catalyst types from USPTO. (1) Reactant: [Cl:1][C:2]1[C:3]2[S:11][CH:10]=[CH:9][C:4]=2[N:5]=[C:6]([CH3:8])[N:7]=1.[CH3:12][NH:13][C:14]1[CH:21]=[CH:20][C:17]([O:18][CH3:19])=[CH:16][CH:15]=1. Product: [ClH:1].[CH3:19][O:18][C:17]1[CH:20]=[CH:21][C:14]([N:13]([CH3:12])[C:2]2[C:3]3[S:11][CH:10]=[CH:9][C:4]=3[N:5]=[C:6]([CH3:8])[N:7]=2)=[CH:15][CH:16]=1. The catalyst class is: 32. (2) Reactant: [Br:1]N1C(=O)CCC1=O.[Cl:9][C:10]1[CH:11]=[CH:12][C:13]2[N:14]([N:20]=[C:21]([C:23]3[CH:27]=[CH:26][O:25][CH:24]=3)[CH:22]=2)[C:15]=1[Si:16]([CH3:19])([CH3:18])[CH3:17].C(=O)(O)[O-].[Na+]. Product: [Br:1][C:22]1[C:21]([C:23]2[CH:27]=[CH:26][O:25][CH:24]=2)=[N:20][N:14]2[C:15]([Si:16]([CH3:19])([CH3:18])[CH3:17])=[C:10]([Cl:9])[CH:11]=[CH:12][C:13]=12. The catalyst class is: 10. (3) Reactant: [Si]([O:8][CH2:9][C@@H:10]1[CH2:12][C@H:11]1[C:13]1[N:17]2[C:18](=[O:36])[CH:19]=[C:20]([CH:22]([N:24]3[C:28]([CH:29]4[CH2:31][CH2:30]4)=[CH:27][C:26]([C:32]([F:35])([F:34])[F:33])=[N:25]3)[CH3:23])[N:21]=[C:16]2[S:15][C:14]=1[CH3:37])(C(C)(C)C)(C)C.Cl. Product: [CH:29]1([C:28]2[N:24]([CH:22]([C:20]3[N:21]=[C:16]4[S:15][C:14]([CH3:37])=[C:13]([C@@H:11]5[CH2:12][C@H:10]5[CH2:9][OH:8])[N:17]4[C:18](=[O:36])[CH:19]=3)[CH3:23])[N:25]=[C:26]([C:32]([F:35])([F:33])[F:34])[CH:27]=2)[CH2:31][CH2:30]1. The catalyst class is: 8. (4) Reactant: Cl.[CH3:2][N:3]([CH3:13])[C:4]1[CH:5]=[C:6]([CH:10]=[CH:11][N:12]=1)[C:7]([OH:9])=O.C(N(CC)CC)C.CCCP(=O)=O.Cl.[NH:28]1[CH2:33][CH2:32][CH2:31][C:30](=[O:34])[CH2:29]1. Product: [CH3:13][N:3]([CH3:2])[C:4]1[CH:5]=[C:6]([C:7]([N:28]2[CH2:33][CH2:32][CH2:31][C:30](=[O:34])[CH2:29]2)=[O:9])[CH:10]=[CH:11][N:12]=1. The catalyst class is: 2. (5) Reactant: [Br:1][C:2]1[C:3](F)=[C:4]2[C:10]([NH:11][C:12](=[O:18])[CH:13]([CH2:16][CH3:17])[CH2:14][CH3:15])=[CH:9][NH:8][C:5]2=[N:6][CH:7]=1.[NH:20]1[CH2:25][CH2:24][CH2:23][C@@H:22]([NH:26][C:27](=[O:33])[O:28][C:29]([CH3:32])([CH3:31])[CH3:30])[CH2:21]1.C(N(C(C)C)C(C)C)C. Product: [Br:1][C:2]1[C:3]([N:20]2[CH2:25][CH2:24][CH2:23][C@@H:22]([NH:26][C:27](=[O:33])[O:28][C:29]([CH3:31])([CH3:30])[CH3:32])[CH2:21]2)=[C:4]2[C:10]([NH:11][C:12](=[O:18])[CH:13]([CH2:16][CH3:17])[CH2:14][CH3:15])=[CH:9][NH:8][C:5]2=[N:6][CH:7]=1. The catalyst class is: 114. (6) Reactant: [NH2:1][C@@H:2]([C@@H:7]1[C@:11]([C@H:13]([OH:16])[CH2:14][CH3:15])([CH3:12])[O:10][C:9](=[O:17])[N:8]1[CH2:18][CH2:19][CH2:20][CH2:21][N:22]=[N+:23]=[N-:24])[C:3]([F:6])([F:5])[F:4].C(O)(=O)C.[C:29](=[O:66])([O:64][CH3:65])[O:30][C@@H:31]1[C@@H:36]([N:37]([CH3:39])[CH3:38])[CH2:35][C@@H:34]([CH3:40])[O:33][C@H:32]1[O:41][C@@H:42]([C@@:55]([O:62][CH3:63])([CH3:61])[CH2:56][C@@H:57]([CH3:60])[CH:58]=O)[C@H:43]([C:45]1[O:50][C:49]([CH3:52])([CH3:51])[O:48][C:47](=[O:53])[C:46]=1[CH3:54])[CH3:44].C([BH3-])#N.[Na+].C(=O)(O)[O-].[Na+]. Product: [C:29](=[O:66])([O:64][CH3:65])[O:30][C@@H:31]1[C@@H:36]([N:37]([CH3:38])[CH3:39])[CH2:35][C@@H:34]([CH3:40])[O:33][C@H:32]1[O:41][C@@H:42]([C@@:55]([O:62][CH3:63])([CH3:61])[CH2:56][C@@H:57]([CH3:58])[CH2:60][NH:1][C@@H:2]([C@@H:7]1[C@:11]([C@H:13]([OH:16])[CH2:14][CH3:15])([CH3:12])[O:10][C:9](=[O:17])[N:8]1[CH2:18][CH2:19][CH2:20][CH2:21][N:22]=[N+:23]=[N-:24])[C:3]([F:5])([F:4])[F:6])[C@H:43]([C:45]1[O:50][C:49]([CH3:51])([CH3:52])[O:48][C:47](=[O:53])[C:46]=1[CH3:54])[CH3:44]. The catalyst class is: 98. (7) Reactant: [CH:1]1([NH:4][CH:5]=[C:6]([C:12]([C:14]2[C:15](Cl)=[N:16][C:17]([Cl:21])=[C:18]([F:20])[CH:19]=2)=[O:13])[C:7]([O:9][CH2:10][CH3:11])=[O:8])[CH2:3][CH2:2]1.[H-].[Na+].O. Product: [Cl:21][C:17]1[N:16]=[C:15]2[C:14]([C:12](=[O:13])[C:6]([C:7]([O:9][CH2:10][CH3:11])=[O:8])=[CH:5][N:4]2[CH:1]2[CH2:3][CH2:2]2)=[CH:19][C:18]=1[F:20]. The catalyst class is: 7. (8) Reactant: [Br:1][C:2]1[CH:6]=[C:5]([C:7]([OH:9])=O)[N:4]([C:10]2[CH:15]=[CH:14][CH:13]=[CH:12][C:11]=2[Cl:16])[N:3]=1.[NH2:17][C:18]1[C:26]([CH3:27])=[CH:25][C:24]([Cl:28])=[CH:23][C:19]=1[C:20](O)=[O:21].N1C=CC=C(C)C=1.CS(Cl)(=O)=O. Product: [Br:1][C:2]1[CH:6]=[C:5]([C:7]2[O:9][C:20](=[O:21])[C:19]3[CH:23]=[C:24]([Cl:28])[CH:25]=[C:26]([CH3:27])[C:18]=3[N:17]=2)[N:4]([C:10]2[CH:15]=[CH:14][CH:13]=[CH:12][C:11]=2[Cl:16])[N:3]=1. The catalyst class is: 47. (9) Reactant: [CH3:1][C:2]1[N:7]=[N:6][CH:5]=[C:4]([C:8]2[C@:9]3([CH2:25][CH2:24][C@H:23]4[C@@H:14]([CH2:15][CH2:16][C:17]5[CH:18]=[C:19]([C:26]([O:28]C)=[O:27])[CH:20]=[CH:21][C:22]=54)[C@@H:11]3[CH2:12][CH:13]=2)[CH3:10])[CH:3]=1.[OH-].[Na+].C(O)(=O)CC(CC(O)=O)(C(O)=O)O. Product: [CH3:1][C:2]1[N:7]=[N:6][CH:5]=[C:4]([C:8]2[C@:9]3([CH2:25][CH2:24][C@H:23]4[C@@H:14]([CH2:15][CH2:16][C:17]5[CH:18]=[C:19]([C:26]([OH:28])=[O:27])[CH:20]=[CH:21][C:22]=54)[C@@H:11]3[CH2:12][CH:13]=2)[CH3:10])[CH:3]=1. The catalyst class is: 87.